Dataset: Forward reaction prediction with 1.9M reactions from USPTO patents (1976-2016). Task: Predict the product of the given reaction. (1) Given the reactants [CH3:1][C:2]1[O:3][CH:4]=[CH:5][C:6]=1[CH3:7].C([Li])CCC.[C:13]([C:15]1[N:20]=[CH:19][CH:18]=[CH:17][N:16]=1)#N.Cl.C([O:24]CC)C, predict the reaction product. The product is: [CH3:7][C:6]1[CH:5]=[C:4]([C:13]([C:15]2[N:20]=[CH:19][CH:18]=[CH:17][N:16]=2)=[O:24])[O:3][C:2]=1[CH3:1]. (2) The product is: [CH:2]1[C:11]2[C:6](=[CH:7][CH:8]=[CH:9][CH:10]=2)[CH2:5][CH2:4][C:3]=1[C:12]([O:14][CH3:15])=[O:13]. Given the reactants O=[C:2]1[C:11]2[C:6](=[CH:7][CH:8]=[CH:9][CH:10]=2)[CH2:5][CH2:4][CH:3]1[C:12]([O:14][CH3:15])=[O:13].[BH4-].[Na+].O.C1(C)C=CC(S(O)(=O)=O)=CC=1, predict the reaction product. (3) Given the reactants C[O:2][C:3]([C@@H:5]1[CH2:8][CH2:7][N:6]1[S:9]([C:12]1[N:16]2[C@:17]([CH3:42])([CH2:29][C:30]3[CH:35]=[CH:34][C:33]([C:36]4[CH:37]=[N:38][CH:39]=[N:40][CH:41]=4)=[CH:32][CH:31]=3)[C:18](=[O:28])[N:19]([C:20]3[CH:25]=[C:24]([Cl:26])[CH:23]=[C:22]([Cl:27])[CH:21]=3)[C:15]2=[N:14][CH:13]=1)(=[O:11])=[O:10])=O.[NH3:43], predict the reaction product. The product is: [Cl:27][C:22]1[CH:21]=[C:20]([N:19]2[C:15]3=[N:14][CH:13]=[C:12]([S:9]([N:6]4[CH2:7][CH2:8][C@H:5]4[C:3]([NH2:43])=[O:2])(=[O:11])=[O:10])[N:16]3[C@:17]([CH3:42])([CH2:29][C:30]3[CH:35]=[CH:34][C:33]([C:36]4[CH:37]=[N:38][CH:39]=[N:40][CH:41]=4)=[CH:32][CH:31]=3)[C:18]2=[O:28])[CH:25]=[C:24]([Cl:26])[CH:23]=1. (4) The product is: [Br:8][C:9]1[CH:14]=[CH:13][C:12]([C:15]2[CH2:20][CH2:19][CH:18]([C:21]([NH:23][C@H:24]3[CH2:29][CH2:28][C@@H:27]([OH:30])[CH2:26][CH2:25]3)=[O:22])[CH2:17][CH:16]=2)=[C:11]([CH3:32])[CH:10]=1. Given the reactants FC(F)(F)C(O)=O.[Br:8][C:9]1[CH:14]=[CH:13][C:12]([C:15]2(O)[CH2:20][CH2:19][CH:18]([C:21]([NH:23][C@H:24]3[CH2:29][CH2:28][C@@H:27]([OH:30])[CH2:26][CH2:25]3)=[O:22])[CH2:17][CH2:16]2)=[C:11]([CH3:32])[CH:10]=1, predict the reaction product. (5) The product is: [Cl:1][C:2]1[CH:3]=[CH:4][C:5]([CH2:6][NH:7][C:8]([C:10]2[CH:11]=[C:12]3[C:13]([C:14](=[O:16])[N:40]([CH2:39][C:30]4[CH:31]=[CH:37][O:36][N:27]=4)[C:21](=[S:22])[NH:20]3)=[CH:18][CH:19]=2)=[O:9])=[CH:23][CH:24]=1. Given the reactants [Cl:1][C:2]1[CH:24]=[CH:23][C:5]([CH2:6][NH:7][C:8]([C:10]2[CH:19]=[CH:18][C:13]([C:14]([O:16]C)=O)=[C:12]([N:20]=[C:21]=[S:22])[CH:11]=2)=[O:9])=[CH:4][CH:3]=1.C([N:27]([CH2:30][CH3:31])CC)C.Cl.C([O:36][CH2:37]C)(=O)C.[CH3:39][N:40](C=O)C, predict the reaction product.